Predict the product of the given reaction. From a dataset of Forward reaction prediction with 1.9M reactions from USPTO patents (1976-2016). (1) Given the reactants C([NH+](CC)CC)C.[CH3:8][O:9][C:10]1[CH:15]=[CH:14][C:13]([C:16]([NH:29][CH:30]([CH2:34][CH2:35][CH2:36]C)C([O-])=O)([C:23]2[CH:28]=[CH:27][CH:26]=[CH:25][CH:24]=2)[C:17]2[CH:22]=[CH:21][CH:20]=[CH:19][CH:18]=2)=[CH:12][CH:11]=1.C(N(CC)CC)C.[CH:45]1[C:50]([F:51])=[C:49]([F:52])[C:48]([O:53][C:54]([C:56](F)(F)F)=[O:55])=[C:47]([F:60])[C:46]=1[F:61], predict the reaction product. The product is: [CH3:8][O:9][C:10]1[CH:11]=[CH:12][C:13]([C:16]([NH:29][CH2:30][CH2:34][CH2:35][CH2:36][CH2:56][C:54]([O:53][C:48]2[C:49]([F:52])=[C:50]([F:51])[CH:45]=[C:46]([F:61])[C:47]=2[F:60])=[O:55])([C:17]2[CH:18]=[CH:19][CH:20]=[CH:21][CH:22]=2)[C:23]2[CH:28]=[CH:27][CH:26]=[CH:25][CH:24]=2)=[CH:14][CH:15]=1. (2) Given the reactants Br[CH2:2][C:3]1[C:4]([F:13])=[C:5]([CH:10]=[CH:11][CH:12]=1)[C:6]([O:8][CH3:9])=[O:7].C(=O)(O)[O-:15].[Na+].CS(C)=O, predict the reaction product. The product is: [F:13][C:4]1[C:3]([CH:2]=[O:15])=[CH:12][CH:11]=[CH:10][C:5]=1[C:6]([O:8][CH3:9])=[O:7]. (3) The product is: [C:4]([O:8][C:9]([N:11]1[CH2:15][CH2:14][C@H:13]([O:16][NH2:17])[CH2:12]1)=[O:10])([CH3:7])([CH3:5])[CH3:6]. Given the reactants CNN.[C:4]([O:8][C:9]([N:11]1[CH2:15][CH2:14][C@H:13]([O:16][N:17]2C(=O)C3C(=CC=CC=3)C2=O)[CH2:12]1)=[O:10])([CH3:7])([CH3:6])[CH3:5], predict the reaction product. (4) Given the reactants [CH2:1]([O:8][N:9]1[CH:14]=[C:13]([C:15]([N:17]2[CH2:22][CH2:21][CH:20]([C:23]3[CH:28]=[CH:27][C:26]([F:29])=[CH:25][CH:24]=3)[CH2:19][CH2:18]2)=[O:16])[C:12]([NH:30][C:31]2[CH:36]=[C:35]([Cl:37])[CH:34]=[CH:33][C:32]=2[CH3:38])=[C:11]([Cl:39])[C:10]1=[O:40])[C:2]1C=CC=CC=1.ClC1C(=O)N(O)C=C(C(N2CCC(C3C=CC(F)=CC=3)CC2)=[O:58])C=1NC1C=C(Cl)C=CC=1C.BrCCO, predict the reaction product. The product is: [Cl:39][C:11]1[C:10](=[O:40])[N:9]([O:8][CH2:1][CH2:2][OH:58])[CH:14]=[C:13]([C:15]([N:17]2[CH2:22][CH2:21][CH:20]([C:23]3[CH:24]=[CH:25][C:26]([F:29])=[CH:27][CH:28]=3)[CH2:19][CH2:18]2)=[O:16])[C:12]=1[NH:30][C:31]1[CH:36]=[C:35]([Cl:37])[CH:34]=[CH:33][C:32]=1[CH3:38]. (5) Given the reactants O=[C:2]1[NH:6][C:5]2[CH:7]=[C:8]([C:11]([O:13][CH3:14])=[O:12])[CH:9]=[CH:10][C:4]=2[NH:3]1.P(Cl)(Cl)([Cl:17])=O, predict the reaction product. The product is: [Cl:17][C:2]1[NH:6][C:5]2[CH:7]=[C:8]([C:11]([O:13][CH3:14])=[O:12])[CH:9]=[CH:10][C:4]=2[N:3]=1.